Dataset: Forward reaction prediction with 1.9M reactions from USPTO patents (1976-2016). Task: Predict the product of the given reaction. (1) The product is: [CH3:1][C:2]1([CH3:20])[O:6][C@H:5]([CH2:7][O:8][C:9]2[CH:14]=[CH:13][C:12]([CH2:15][CH2:16][CH2:17]/[CH:18]=[N:27]/[S:25]([C:21]([CH3:24])([CH3:23])[CH3:22])=[O:26])=[CH:11][CH:10]=2)[CH2:4][O:3]1. Given the reactants [CH3:1][C:2]1([CH3:20])[O:6][C@H:5]([CH2:7][O:8][C:9]2[CH:14]=[CH:13][C:12]([CH2:15][CH2:16][CH2:17][CH:18]=O)=[CH:11][CH:10]=2)[CH2:4][O:3]1.[C:21]([S:25]([NH2:27])=[O:26])([CH3:24])([CH3:23])[CH3:22], predict the reaction product. (2) The product is: [CH3:1][O:2][C:3](=[O:4])[CH:5]([CH:12]1[CH2:13][CH2:14][CH2:15][CH2:16][N:17]1[C:20]([O:22][CH2:23][Cl:24])=[O:21])[C:6]1[CH:11]=[CH:10][CH:9]=[CH:8][CH:7]=1. Given the reactants [CH3:1][O:2][C:3]([CH:5]([CH:12]1[NH:17][CH2:16][CH2:15][CH2:14][CH2:13]1)[C:6]1[CH:7]=[CH:8][CH:9]=[CH:10][CH:11]=1)=[O:4].Cl.Cl[C:20]([O:22][CH2:23][Cl:24])=[O:21], predict the reaction product. (3) Given the reactants C(OC([N:8]1[C:13]2[CH:14]=[C:15]([Cl:42])[CH:16]=[C:17]([C:18]3[CH:19]=[N:20][N:21](C(C4C=CC=CC=4)(C4C=CC=CC=4)C4C=CC=CC=4)[CH:22]=3)[C:12]=2[O:11][CH:10]([C:43]([N:45]2[CH2:50][CH2:49][C:48]([C:59]#[N:60])([CH2:51][C:52]3[CH:57]=[CH:56][C:55]([F:58])=[CH:54][CH:53]=3)[CH2:47][CH2:46]2)=[O:44])[CH2:9]1)=O)(C)(C)C.C(O)(C(F)(F)F)=O, predict the reaction product. The product is: [Cl:42][C:15]1[CH:16]=[C:17]([C:18]2[CH:22]=[N:21][NH:20][CH:19]=2)[C:12]2[O:11][CH:10]([C:43]([N:45]3[CH2:50][CH2:49][C:48]([CH2:51][C:52]4[CH:57]=[CH:56][C:55]([F:58])=[CH:54][CH:53]=4)([C:59]#[N:60])[CH2:47][CH2:46]3)=[O:44])[CH2:9][NH:8][C:13]=2[CH:14]=1. (4) Given the reactants [CH2:1]([O:8][C:9]1[CH:13]=[C:12]([C:14]([F:17])([F:16])[F:15])[S:11][C:10]=1[C:18]([C:20]1[CH:25]=[CH:24][C:23]([O:26][CH3:27])=[CH:22][CH:21]=1)=O)[C:2]1[CH:7]=[CH:6][CH:5]=[CH:4][CH:3]=1.C([SiH](CC)CC)C, predict the reaction product. The product is: [CH2:1]([O:8][C:9]1[CH:13]=[C:12]([C:14]([F:17])([F:15])[F:16])[S:11][C:10]=1[CH2:18][C:20]1[CH:25]=[CH:24][C:23]([O:26][CH3:27])=[CH:22][CH:21]=1)[C:2]1[CH:7]=[CH:6][CH:5]=[CH:4][CH:3]=1. (5) The product is: [NH2:9][C@H:8]([C:10]([OH:12])=[O:11])[CH2:7][C:6]1[CH:5]=[CH:4][C:3]([OH:2])=[CH:14][CH:13]=1. Given the reactants C[O:2][C:3]1[CH:14]=[CH:13][C:6]([CH2:7][C@@H:8]([C:10]([OH:12])=[O:11])[NH2:9])=[CH:5][CH:4]=1.C([O-])(=O)CC[C@H](NC(C1C=CC(NCC2CNC3N=C(NC(C=3N=2)=O)N)=CC=1)=O)C(O)=O, predict the reaction product. (6) Given the reactants [CH2:1]([O:3][C:4](=[O:32])[C:5]1[CH:10]=[CH:9][CH:8]=[C:7]([N:11]2[C:15]([CH3:16])=[CH:14][CH:13]=[C:12]2[C:17]2[CH:22]=[C:21](Br)[CH:20]=[CH:19][C:18]=2[O:24][CH2:25][C:26]2[CH:31]=[CH:30][CH:29]=[CH:28][CH:27]=2)[CH:6]=1)[CH3:2].[C:33]1(B(O)O)[CH:38]=[CH:37][CH:36]=[CH:35][CH:34]=1.C([O-])([O-])=O.[K+].[K+].CCO, predict the reaction product. The product is: [CH2:1]([O:3][C:4](=[O:32])[C:5]1[CH:10]=[CH:9][CH:8]=[C:7]([N:11]2[C:15]([CH3:16])=[CH:14][CH:13]=[C:12]2[C:17]2[CH:22]=[C:21]([C:33]3[CH:38]=[CH:37][CH:36]=[CH:35][CH:34]=3)[CH:20]=[CH:19][C:18]=2[O:24][CH2:25][C:26]2[CH:31]=[CH:30][CH:29]=[CH:28][CH:27]=2)[CH:6]=1)[CH3:2]. (7) Given the reactants Br[C:2]1[CH:10]=[CH:9][C:5]([C:6]([OH:8])=[O:7])=[CH:4][CH:3]=1.C([O-])([O-])=O.[Na+].[Na+].[Cl-].[Li+].[F:19][C:20]([F:31])([F:30])[C:21]1[CH:26]=[CH:25][C:24](B(O)O)=[CH:23][CH:22]=1, predict the reaction product. The product is: [F:19][C:20]([F:31])([F:30])[C:21]1[CH:26]=[CH:25][C:24]([C:2]2[CH:10]=[CH:9][C:5]([C:6]([OH:8])=[O:7])=[CH:4][CH:3]=2)=[CH:23][CH:22]=1. (8) Given the reactants [C:1]([C:4]1[CH:9]=[CH:8][C:7]([C:10]2[CH:11]=[N:12][C:13]([C:16]([F:19])([F:18])[F:17])=[N:14][CH:15]=2)=[CH:6][C:5]=1[CH2:20][NH:21]C(=O)OC(C)(C)C)(=[O:3])[NH2:2].[ClH:29], predict the reaction product. The product is: [ClH:29].[NH2:21][CH2:20][C:5]1[CH:6]=[C:7]([C:10]2[CH:11]=[N:12][C:13]([C:16]([F:19])([F:18])[F:17])=[N:14][CH:15]=2)[CH:8]=[CH:9][C:4]=1[C:1]([NH2:2])=[O:3]. (9) Given the reactants F[C:2](F)(F)[C:3](O)=O.[F:8][C:9]1[C:19]2[N:18]([CH3:20])[C:17](=[O:21])[O:16][CH2:15][CH2:14][C:13]=2[CH:12]=[C:11]([N:22]2[CH2:26][C@H:25]([CH2:27][NH:28][C:29](=O)[O:30]C(C)(C)C)[O:24][C:23]2=[O:36])[CH:10]=1.C(OC(=O)CC)(=O)CC.C(N(C(C)C)CC)(C)C.NC[C@@H]1OC(=O)N(C2C=C(F)C3N(C)C(=O)OCCC=3C=2)C1, predict the reaction product. The product is: [F:8][C:9]1[C:19]2[N:18]([CH3:20])[C:17](=[O:21])[O:16][CH2:15][CH2:14][C:13]=2[CH:12]=[C:11]([N:22]2[CH2:26][C@H:25]([CH2:27][NH:28][C:29](=[O:30])[CH2:2][CH3:3])[O:24][C:23]2=[O:36])[CH:10]=1.